Dataset: NCI-60 drug combinations with 297,098 pairs across 59 cell lines. Task: Regression. Given two drug SMILES strings and cell line genomic features, predict the synergy score measuring deviation from expected non-interaction effect. (1) Drug 1: CC1=C(C=C(C=C1)NC2=NC=CC(=N2)N(C)C3=CC4=NN(C(=C4C=C3)C)C)S(=O)(=O)N.Cl. Drug 2: CC12CCC3C(C1CCC2=O)CC(=C)C4=CC(=O)C=CC34C. Cell line: RXF 393. Synergy scores: CSS=41.9, Synergy_ZIP=-0.676, Synergy_Bliss=1.33, Synergy_Loewe=-15.4, Synergy_HSA=3.25. (2) Drug 2: CC1=C(N=C(N=C1N)C(CC(=O)N)NCC(C(=O)N)N)C(=O)NC(C(C2=CN=CN2)OC3C(C(C(C(O3)CO)O)O)OC4C(C(C(C(O4)CO)O)OC(=O)N)O)C(=O)NC(C)C(C(C)C(=O)NC(C(C)O)C(=O)NCCC5=NC(=CS5)C6=NC(=CS6)C(=O)NCCC[S+](C)C)O. Drug 1: CC1CCC2CC(C(=CC=CC=CC(CC(C(=O)C(C(C(=CC(C(=O)CC(OC(=O)C3CCCCN3C(=O)C(=O)C1(O2)O)C(C)CC4CCC(C(C4)OC)OCCO)C)C)O)OC)C)C)C)OC. Cell line: SK-MEL-2. Synergy scores: CSS=47.7, Synergy_ZIP=-4.13, Synergy_Bliss=-6.10, Synergy_Loewe=-0.706, Synergy_HSA=0.749.